From a dataset of Catalyst prediction with 721,799 reactions and 888 catalyst types from USPTO. Predict which catalyst facilitates the given reaction. (1) Reactant: [Br:1][C:2]1[C:3](F)=[C:4]2[C:10]([NH:11][C:12](=[O:21])[C:13]3[CH:18]=[CH:17][C:16]([F:19])=[C:15]([Cl:20])[CH:14]=3)=[CH:9][NH:8][C:5]2=[N:6][CH:7]=1.[NH:23]1[CH2:28][CH2:27][CH2:26][C@@H:25]([NH:29][C:30](=[O:36])[O:31][C:32]([CH3:35])([CH3:34])[CH3:33])[CH2:24]1. The catalyst class is: 114. Product: [Br:1][C:2]1[C:3]([N:23]2[CH2:28][CH2:27][CH2:26][C@@H:25]([NH:29][C:30](=[O:36])[O:31][C:32]([CH3:34])([CH3:33])[CH3:35])[CH2:24]2)=[C:4]2[C:10]([NH:11][C:12](=[O:21])[C:13]3[CH:18]=[CH:17][C:16]([F:19])=[C:15]([Cl:20])[CH:14]=3)=[CH:9][NH:8][C:5]2=[N:6][CH:7]=1. (2) Reactant: CC([Si](C1C=CC=CC=1)(C1C=CC=CC=1)[O:6][CH2:7][C@@H:8]1[CH2:14][C@@H:13]2[C@@H:11]([CH2:12]2)[CH2:10][N:9]1[C:15]([C:17]1[C:22]([C:23]2[CH:28]=[CH:27][CH:26]=[CH:25][CH:24]=2)=[CH:21][CH:20]=[C:19]([CH3:29])[N:18]=1)=[O:16])(C)C.CCCC[N+](CCCC)(CCCC)CCCC.[F-].C([O-])(O)=O.[Na+]. Product: [CH3:29][C:19]1[N:18]=[C:17]([C:15]([N:9]2[C@H:8]([CH2:7][OH:6])[CH2:14][C@@H:13]3[C@@H:11]([CH2:12]3)[CH2:10]2)=[O:16])[C:22]([C:23]2[CH:24]=[CH:25][CH:26]=[CH:27][CH:28]=2)=[CH:21][CH:20]=1. The catalyst class is: 1.